This data is from Acute oral toxicity (LD50) regression data from Zhu et al.. The task is: Regression/Classification. Given a drug SMILES string, predict its toxicity properties. Task type varies by dataset: regression for continuous values (e.g., LD50, hERG inhibition percentage) or binary classification for toxic/non-toxic outcomes (e.g., AMES mutagenicity, cardiotoxicity, hepatotoxicity). Dataset: ld50_zhu. (1) The drug is ClCC1COC(C(Cl)(Cl)Cl)O1. The rat oral LD50 is 2.38, given as -log10 of the dose in mol/kg body weight (higher means more acutely toxic). (2) The drug is CC(C(c1ccc(Cl)cc1)c1ccc(Cl)cc1)[N+](=O)[O-]. The rat oral LD50 is 2.62, given as -log10 of the dose in mol/kg body weight (higher means more acutely toxic). (3) The compound is CO[Si](CCCn1c(=O)n(CCC[Si](OC)(OC)OC)c(=O)n(CCC[Si](OC)(OC)OC)c1=O)(OC)OC. The rat oral LD50 is 2.56, given as -log10 of the dose in mol/kg body weight (higher means more acutely toxic). (4) The drug is Cc1ccc(N)c(C)c1. The rat oral LD50 is 2.41, given as -log10 of the dose in mol/kg body weight (higher means more acutely toxic).